The task is: Predict the reactants needed to synthesize the given product.. This data is from Full USPTO retrosynthesis dataset with 1.9M reactions from patents (1976-2016). Given the product [Cl:19][C:17]1[CH:18]=[C:13]([NH:11][C:9]2[CH:10]=[C:4]3[CH2:3][N:2]([CH3:1])[CH2:7][CH2:6][N:5]3[N:8]=2)[C:14](=[O:21])[N:15]([CH3:20])[N:16]=1, predict the reactants needed to synthesize it. The reactants are: [CH3:1][N:2]1[CH2:7][CH2:6][N:5]2[N:8]=[C:9]([NH2:11])[CH:10]=[C:4]2[CH2:3]1.Br[C:13]1[C:14](=[O:21])[N:15]([CH3:20])[N:16]=[C:17]([Cl:19])[CH:18]=1.C(=O)([O-])[O-].[Cs+].[Cs+].C1(P(C2C=CC=CC=2)C2C3OC4C(=CC=CC=4P(C4C=CC=CC=4)C4C=CC=CC=4)C(C)(C)C=3C=CC=2)C=CC=CC=1.